The task is: Predict the product of the given reaction.. This data is from Forward reaction prediction with 1.9M reactions from USPTO patents (1976-2016). (1) Given the reactants [F:1][C:2]1[CH:10]=[CH:9][C:5]([C:6](O)=[O:7])=[CH:4][N:3]=1.Cl.[CH3:12][NH:13][O:14][CH3:15].Cl.CN(C)CCCN=C=NCC.C(N(CC)CC)C, predict the reaction product. The product is: [F:1][C:2]1[CH:10]=[CH:9][C:5]([C:6]([N:13]([O:14][CH3:15])[CH3:12])=[O:7])=[CH:4][N:3]=1. (2) Given the reactants [CH:1]1[C:10]2[C@H:11]3[CH2:16][NH:15][CH2:14][CH2:13][C@H:12]3[N:8]3[C:9]=2[C:4]([CH2:5][CH2:6][CH2:7]3)=[CH:3][CH:2]=1.Cl[CH2:18][CH2:19][CH2:20][C:21]([C:23]1[CH:28]=[CH:27][N:26]=[CH:25][CH:24]=1)=[O:22].C([O-])([O-])=O.[K+].[K+], predict the reaction product. The product is: [CH:1]1[C:10]2[C@H:11]3[CH2:16][N:15]([CH2:18][CH2:19][CH2:20][C:21]([C:23]4[CH:28]=[CH:27][N:26]=[CH:25][CH:24]=4)=[O:22])[CH2:14][CH2:13][C@H:12]3[N:8]3[C:9]=2[C:4]([CH2:5][CH2:6][CH2:7]3)=[CH:3][CH:2]=1. (3) Given the reactants [CH3:1][O:2][C:3](=[O:17])[C:4]1[CH:9]=[CH:8][C:7]([C:10]([F:16])([C:12]([O:14]C)=[O:13])[CH3:11])=[CH:6][CH:5]=1.[OH-].[Li+], predict the reaction product. The product is: [CH3:1][O:2][C:3](=[O:17])[C:4]1[CH:5]=[CH:6][C:7]([C:10]([C:12]([OH:14])=[O:13])([F:16])[CH3:11])=[CH:8][CH:9]=1. (4) Given the reactants [F:1][C:2]([F:41])([F:40])[C:3]1[CH:4]=[C:5]([CH:33]=[C:34]([C:36]([F:39])([F:38])[F:37])[CH:35]=1)[CH2:6][N:7]([CH2:14][C:15]1[CH:20]=[C:19]([C:21]([F:24])([F:23])[F:22])[CH:18]=[CH:17][C:16]=1[C@H:25]([CH:27]1[CH2:32][CH2:31][CH2:30][CH2:29][CH2:28]1)[OH:26])[C:8]1[N:9]=[N:10][N:11]([CH3:13])[N:12]=1.[H-].[Na+].[CH3:44]I.O, predict the reaction product. The product is: [F:41][C:2]([F:1])([F:40])[C:3]1[CH:4]=[C:5]([CH:33]=[C:34]([C:36]([F:37])([F:38])[F:39])[CH:35]=1)[CH2:6][N:7]([CH2:14][C:15]1[CH:20]=[C:19]([C:21]([F:24])([F:23])[F:22])[CH:18]=[CH:17][C:16]=1[C@H:25]([CH:27]1[CH2:32][CH2:31][CH2:30][CH2:29][CH2:28]1)[O:26][CH3:44])[C:8]1[N:9]=[N:10][N:11]([CH3:13])[N:12]=1.